From a dataset of Catalyst prediction with 721,799 reactions and 888 catalyst types from USPTO. Predict which catalyst facilitates the given reaction. (1) Reactant: C[O:2][C:3](=[O:30])[CH2:4][C:5]1[CH:10]=[CH:9][C:8]([C:11]#[C:12][C:13]2[CH:18]=[C:17]([C:19]([CH3:22])([CH3:21])[CH3:20])[C:16]([O:23][CH:24]([CH3:26])[CH3:25])=[C:15]([CH:27]=[CH2:28])[C:14]=2[CH3:29])=[CH:7][CH:6]=1.[OH-].[Li+]. Product: [C:19]([C:17]1[C:16]([O:23][CH:24]([CH3:26])[CH3:25])=[C:15]([CH:27]=[CH2:28])[C:14]([CH3:29])=[C:13]([C:12]#[C:11][C:8]2[CH:7]=[CH:6][C:5]([CH2:4][C:3]([OH:30])=[O:2])=[CH:10][CH:9]=2)[CH:18]=1)([CH3:22])([CH3:20])[CH3:21]. The catalyst class is: 111. (2) The catalyst class is: 4. Product: [CH3:1][O:2][C:3](=[O:14])[CH2:4][C:5]1[CH:9]=[C:8]([CH2:10][Cl:16])[S:7][C:6]=1[CH3:13]. Reactant: [CH3:1][O:2][C:3](=[O:14])[CH2:4][C:5]1[CH:9]=[C:8]([CH2:10]OC)[S:7][C:6]=1[CH3:13].B(Cl)(Cl)[Cl:16]. (3) Reactant: C([O:3][C:4](=[O:33])[CH2:5][NH:6][C:7]([C:9]1[C:14](=[O:15])[N:13]([CH2:16][C:17]2[CH:22]=[CH:21][CH:20]=[CH:19][C:18]=2[C:23]([F:26])([F:25])[F:24])[C:12]([OH:27])=[C:11]([C:28](OC)=[O:29])[C:10]=1[OH:32])=[O:8])C.[CH2:34]([NH2:38])[CH2:35][CH2:36][CH3:37]. Product: [CH2:34]([NH:38][C:28]([C:11]1[C:10]([OH:32])=[C:9]([C:7]([NH:6][CH2:5][C:4]([OH:3])=[O:33])=[O:8])[C:14](=[O:15])[N:13]([CH2:16][C:17]2[CH:22]=[CH:21][CH:20]=[CH:19][C:18]=2[C:23]([F:25])([F:24])[F:26])[C:12]=1[OH:27])=[O:29])[CH2:35][CH2:36][CH3:37]. The catalyst class is: 22. (4) Reactant: [NH2:1][C:2]1[S:3][CH:4]=[C:5]([C:7]2[CH:14]=[CH:13][C:10]([C:11]#[N:12])=[CH:9][CH:8]=2)[N:6]=1.[H-].[Na+].Cl[C:18]([O:20][CH2:21][CH2:22]Cl)=[O:19].O. Product: [O:19]=[C:18]1[N:1]([C:2]2[S:3][CH:4]=[C:5]([C:7]3[CH:8]=[CH:9][C:10]([C:11]#[N:12])=[CH:13][CH:14]=3)[N:6]=2)[CH2:22][CH2:21][O:20]1. The catalyst class is: 7. (5) Reactant: [CH:1]1([CH:4]([C:11]2[CH:16]=[C:15]([O:17]C)[N:14]=[CH:13][N:12]=2)[CH2:5][C:6]([O:8][CH2:9][CH3:10])=[O:7])[CH2:3][CH2:2]1.[Cl-].[NH+]1C=CC=CC=1.C(=O)([O-])O.[Na+]. Product: [CH:1]1([CH:4]([C:11]2[CH:16]=[C:15]([OH:17])[N:14]=[CH:13][N:12]=2)[CH2:5][C:6]([O:8][CH2:9][CH3:10])=[O:7])[CH2:3][CH2:2]1. The catalyst class is: 618. (6) Reactant: [C:1]([S@@:5](/[N:7]=[CH:8]/[C:9]1[CH:10]=[C:11]([CH:16]=[CH:17][CH:18]=1)[C:12]([O:14][CH3:15])=[O:13])=[O:6])([CH3:4])([CH3:3])[CH3:2].[CH2:19]([Zn]CC)[CH3:20].CCCCCC.C([Mg]Br)C.C(OCC)C.[Cl-].[NH4+]. Product: [C:1]([S@@:5]([NH:7][C@H:8]([C:9]1[CH:10]=[C:11]([CH:16]=[CH:17][CH:18]=1)[C:12]([O:14][CH3:15])=[O:13])[CH2:19][CH3:20])=[O:6])([CH3:4])([CH3:2])[CH3:3]. The catalyst class is: 56. (7) Reactant: CN(C=O)C.[N+:6]([C:9]1[CH:14]=[CH:13][C:12]([OH:15])=[CH:11][CH:10]=1)([O-])=O.Cl.Cl[CH2:18][CH2:19][N:20]1[CH2:24][CH2:23][CH2:22][CH2:21]1.C([O-])([O-])=O.[K+].[K+]. Product: [N:20]1([CH2:19][CH2:18][O:15][C:12]2[CH:13]=[CH:14][C:9]([NH2:6])=[CH:10][CH:11]=2)[CH2:24][CH2:23][CH2:22][CH2:21]1. The catalyst class is: 6. (8) The catalyst class is: 1. Reactant: C([Li])CCC.[CH3:6][O:7][C:8]1[C:17]2[C:12](=[CH:13][CH:14]=[CH:15][CH:16]=2)[C:11]([O:18][CH3:19])=[CH:10][C:9]=1[CH2:20][OH:21].[Br:22]C(F)(F)C(F)(F)Br.O. Product: [CH3:6][O:7][C:8]1[C:17]2[C:12](=[CH:13][CH:14]=[CH:15][CH:16]=2)[C:11]([O:18][CH3:19])=[C:10]([Br:22])[C:9]=1[CH2:20][OH:21]. (9) Reactant: C([O:8][C:9]([N:11]1[CH2:15][C@H:14]([CH3:16])[C@H:13]([NH:17][C:18]2[C:19]3[N:20]([CH:27]=[C:28]([C:30]([O:32][CH2:33][CH3:34])=[O:31])[CH:29]=3)[N:21]=[CH:22][C:23]=2[C:24](=[O:26])[NH2:25])[CH2:12]1)=[O:10])C1C=CC=CC=1.[C:35](OC(OC(O[C:35]([CH3:38])([CH3:37])[CH3:36])=O)=O)([CH3:38])([CH3:37])[CH3:36]. The catalyst class is: 29. Product: [C:35]([O:8][C:9]([N:11]1[CH2:15][C@H:14]([CH3:16])[C@H:13]([NH:17][C:18]2[C:19]3[N:20]([CH:27]=[C:28]([C:30]([O:32][CH2:33][CH3:34])=[O:31])[CH:29]=3)[N:21]=[CH:22][C:23]=2[C:24](=[O:26])[NH2:25])[CH2:12]1)=[O:10])([CH3:38])([CH3:37])[CH3:36]. (10) Reactant: C(O[C:6](=O)[N:7]([CH2:9][C:10]1[CH:39]=[CH:38][C:13]2[N:14]([CH2:33][CH2:34][CH:35]([CH3:37])[CH3:36])[C:15]([CH2:17][N:18]3[C:27]4[C:22](=[CH:23][CH:24]=[CH:25][CH:26]=4)[C:21](=[O:28])[N:20]([CH:29]4[CH2:31][CH2:30]4)[C:19]3=[O:32])=[N:16][C:12]=2[CH:11]=1)C)(C)(C)C.C1(OC)C=CC=CC=1.C(O)(C(F)(F)F)=O.C(Cl)(=O)C. Product: [CH:29]1([N:20]2[C:21](=[O:28])[C:22]3[C:27](=[CH:26][CH:25]=[CH:24][CH:23]=3)[N:18]([CH2:17][C:15]3[N:14]([CH2:33][CH2:34][CH:35]([CH3:37])[CH3:36])[C:13]4[CH:38]=[CH:39][C:10]([CH2:9][NH:7][CH3:6])=[CH:11][C:12]=4[N:16]=3)[C:19]2=[O:32])[CH2:31][CH2:30]1. The catalyst class is: 2.